This data is from NCI-60 drug combinations with 297,098 pairs across 59 cell lines. The task is: Regression. Given two drug SMILES strings and cell line genomic features, predict the synergy score measuring deviation from expected non-interaction effect. Drug 1: CC(CN1CC(=O)NC(=O)C1)N2CC(=O)NC(=O)C2. Drug 2: CC1=C2C(C(=O)C3(C(CC4C(C3C(C(C2(C)C)(CC1OC(=O)C(C(C5=CC=CC=C5)NC(=O)OC(C)(C)C)O)O)OC(=O)C6=CC=CC=C6)(CO4)OC(=O)C)O)C)O. Cell line: NCI-H460. Synergy scores: CSS=41.7, Synergy_ZIP=-8.58, Synergy_Bliss=-9.69, Synergy_Loewe=-8.32, Synergy_HSA=-5.14.